Dataset: Forward reaction prediction with 1.9M reactions from USPTO patents (1976-2016). Task: Predict the product of the given reaction. (1) The product is: [CH3:11][C:10]1[O:9][N:8]=[C:7]([C:12]2[CH:13]=[CH:14][CH:15]=[CH:16][CH:17]=2)[C:6]=1[C:4]1[N:3]=[CH:2][N:1]([C:19]2[CH:24]=[CH:23][CH:22]=[CH:21][N:20]=2)[CH:5]=1. Given the reactants [NH:1]1[CH:5]=[C:4]([C:6]2[C:7]([C:12]3[CH:17]=[CH:16][CH:15]=[CH:14][CH:13]=3)=[N:8][O:9][C:10]=2[CH3:11])[N:3]=[CH:2]1.F[C:19]1[CH:24]=[CH:23][CH:22]=[CH:21][N:20]=1, predict the reaction product. (2) Given the reactants CO[C:3]1[CH:9]=[C:8]([N:10]2[CH2:14][CH2:13][CH2:12]C2)C=CC=1N.F[C:16]1[CH:17]=[CH:18][C:19]([N+:26]([O-])=O)=[C:20]([C:22]([F:25])([F:24])[F:23])[CH:21]=1.CC1CCCNC1.CC#N, predict the reaction product. The product is: [CH3:12][CH:13]1[CH2:3][CH2:9][CH2:8][N:10]([C:16]2[CH:17]=[CH:18][C:19]([NH2:26])=[C:20]([C:22]([F:25])([F:24])[F:23])[CH:21]=2)[CH2:14]1. (3) Given the reactants Br[C:2]1[C:7](=[O:8])[N:6]2[CH:9]=[CH:10][CH:11]=[CH:12][C:5]2=[N:4][C:3]=1[CH2:13][CH2:14][O:15][CH3:16].BrC1C(=O)N2C=CC=CC2=NC=1CCCC.[Cl:33][C:34]1[CH:39]=[CH:38][C:37](B(O)O)=[CH:36][CH:35]=1.COC1C=CC(B(O)O)=CC=1, predict the reaction product. The product is: [Cl:33][C:34]1[CH:39]=[CH:38][C:37]([C:2]2[C:7](=[O:8])[N:6]3[CH:9]=[CH:10][CH:11]=[CH:12][C:5]3=[N:4][C:3]=2[CH2:13][CH2:14][O:15][CH3:16])=[CH:36][CH:35]=1. (4) Given the reactants Cl.[F:2][C:3]([F:16])([F:15])[CH2:4][O:5][C:6]1[N:11]=[CH:10][C:9]([CH:12]([NH2:14])[CH3:13])=[CH:8][CH:7]=1.[NH2:17][C:18]1[CH:19]=[C:20]([C:24]([F:27])=[CH:25][N:26]=1)[C:21](O)=[O:22], predict the reaction product. The product is: [NH2:17][C:18]1[CH:19]=[C:20]([C:24]([F:27])=[CH:25][N:26]=1)[C:21]([NH:14][CH:12]([C:9]1[CH:10]=[N:11][C:6]([O:5][CH2:4][C:3]([F:2])([F:15])[F:16])=[CH:7][CH:8]=1)[CH3:13])=[O:22]. (5) Given the reactants [CH:1]([OH:3])=O.C(OC(=O)C)(=O)C.[Cl:11][C:12]1[CH:21]=[C:20]2[C:15]([CH2:16][CH2:17][N:18]([S:22]([CH2:25][C@@H:26]([C@H:29]3[CH2:33][CH2:32][CH2:31][O:30]3)[NH:27][OH:28])(=[O:24])=[O:23])[CH2:19]2)=[CH:14][CH:13]=1, predict the reaction product. The product is: [Cl:11][C:12]1[CH:21]=[C:20]2[C:15]([CH2:16][CH2:17][N:18]([S:22]([CH2:25][C@H:26]([N:27]([OH:28])[CH:1]=[O:3])[C@H:29]3[CH2:33][CH2:32][CH2:31][O:30]3)(=[O:23])=[O:24])[CH2:19]2)=[CH:14][CH:13]=1. (6) Given the reactants [NH:1]1[C:5]2[CH:6]=[CH:7][CH:8]=[CH:9][C:4]=2[N:3]=[C:2]1[C@@H:10]([NH:30][C:31]([NH:33][CH2:34][C:35]([O:37][CH2:38][CH3:39])=[O:36])=[O:32])[CH2:11][C:12]1[CH:17]=[CH:16][C:15]([CH:18]2[S:22](=[O:24])(=[O:23])[N:21](C(C)(C)C)[C:20](=[O:29])[CH2:19]2)=[CH:14][CH:13]=1.[F:40][C:41]([F:46])([F:45])[C:42]([OH:44])=[O:43], predict the reaction product. The product is: [F:40][C:41]([F:46])([F:45])[C:42]([OH:44])=[O:43].[NH:3]1[C:4]2[CH:9]=[CH:8][CH:7]=[CH:6][C:5]=2[N:1]=[C:2]1[C@@H:10]([NH:30][C:31]([NH:33][CH2:34][C:35]([O:37][CH2:38][CH3:39])=[O:36])=[O:32])[CH2:11][C:12]1[CH:17]=[CH:16][C:15]([CH:18]2[S:22](=[O:24])(=[O:23])[NH:21][C:20](=[O:29])[CH2:19]2)=[CH:14][CH:13]=1. (7) Given the reactants C(O[C:4]([C:6]1([CH2:13][CH2:14]OC)[CH2:11][CH2:10][C:9](=[CH2:12])[CH2:8][CH2:7]1)=[O:5])C.[CH:17]1([C:20]2[CH:26]=[CH:25][C:23]([NH2:24])=[CH:22][CH:21]=2)[CH2:19][CH2:18]1.[Cl-].C[Al+]C.Cl, predict the reaction product. The product is: [CH:17]1([C:20]2[CH:26]=[CH:25][C:23]([N:24]3[CH2:14][CH2:13][C:6]4([CH2:7][CH2:8][C:9](=[CH2:12])[CH2:10][CH2:11]4)[C:4]3=[O:5])=[CH:22][CH:21]=2)[CH2:19][CH2:18]1. (8) Given the reactants [CH3:1][C:2]1[C:3]([N:8](COCCOC)[S:9]([C:12]2[S:13][C:14]([CH3:38])=[CH:15][C:16]=2[C:17]2[CH:22]=[CH:21][C:20]([CH2:23][N:24]3[C:28](=[O:29])[N:27]([C:30]4[CH:35]=[CH:34][CH:33]=[CH:32][CH:31]=4)[N:26]=[C:25]3[CH3:36])=[CH:19][C:18]=2[CH3:37])(=[O:11])=[O:10])=[N:4][O:5][C:6]=1[CH3:7].Cl, predict the reaction product. The product is: [CH3:1][C:2]1[C:3]([NH:8][S:9]([C:12]2[S:13][C:14]([CH3:38])=[CH:15][C:16]=2[C:17]2[CH:22]=[CH:21][C:20]([CH2:23][N:24]3[C:28](=[O:29])[N:27]([C:30]4[CH:35]=[CH:34][CH:33]=[CH:32][CH:31]=4)[N:26]=[C:25]3[CH3:36])=[CH:19][C:18]=2[CH3:37])(=[O:10])=[O:11])=[N:4][O:5][C:6]=1[CH3:7]. (9) Given the reactants [OH:1][C@:2]1([C@@H:14]2[CH2:18][S:17][C:16](=[O:19])[N:15]2[CH2:20][C:21]2[CH:26]=[CH:25][C:24]([O:27][CH3:28])=[CH:23][CH:22]=2)[CH2:7][C@H:6]([OH:8])[CH2:5][C@@H:4]([CH2:9][CH2:10][CH2:11][CH:12]=[CH2:13])[O:3]1.O[C@:30]1([C@@H]2CSC(=O)N2CC2C=CC(OC)=CC=2)C[C@@H](O)C[C@@H](CCCC=C)O1, predict the reaction product. The product is: [OH:8][C@@H:6]1[CH2:5][C@@H:4]([CH2:9][CH2:10][CH2:11][CH:12]=[CH2:13])[O:3][C@:2]([C@@H:14]2[CH2:18][S:17][C:16](=[O:19])[N:15]2[CH2:20][C:21]2[CH:26]=[CH:25][C:24]([O:27][CH3:28])=[CH:23][CH:22]=2)([O:1][CH3:30])[CH2:7]1.